From a dataset of Catalyst prediction with 721,799 reactions and 888 catalyst types from USPTO. Predict which catalyst facilitates the given reaction. Reactant: C(OC([C:8]1[NH:17][C:16]2[CH2:15][CH2:14][CH2:13][N:12]([CH2:18][CH2:19][N:20]3[CH2:25][CH2:24][CH2:23][CH2:22][CH2:21]3)[C:11](=[O:26])[C:10]=2[C:9]=1[CH3:27])=O)(C)(C)C.Cl. Product: [CH3:27][C:9]1[C:10]2[C:11](=[O:26])[N:12]([CH2:18][CH2:19][N:20]3[CH2:25][CH2:24][CH2:23][CH2:22][CH2:21]3)[CH2:13][CH2:14][CH2:15][C:16]=2[NH:17][CH:8]=1. The catalyst class is: 8.